Dataset: Full USPTO retrosynthesis dataset with 1.9M reactions from patents (1976-2016). Task: Predict the reactants needed to synthesize the given product. Given the product [NH:18]1[C:19]2[C:15](=[CH:14][C:13]([O:12][C:6]3[C:5]4[C:10](=[CH:11][C:2]([O:1][CH2:25][CH2:26][CH2:27][N:28]5[CH2:33][CH2:32][N:31]([CH3:34])[CH2:30][CH2:29]5)=[C:3]([O:22][CH3:23])[CH:4]=4)[N:9]=[CH:8][N:7]=3)=[CH:21][CH:20]=2)[CH:16]=[CH:17]1, predict the reactants needed to synthesize it. The reactants are: [OH:1][C:2]1[CH:11]=[C:10]2[C:5]([C:6]([O:12][C:13]3[CH:14]=[C:15]4[C:19](=[CH:20][CH:21]=3)[NH:18][CH:17]=[CH:16]4)=[N:7][CH:8]=[N:9]2)=[CH:4][C:3]=1[O:22][CH3:23].O[CH2:25][CH2:26][CH2:27][N:28]1[CH2:33][CH2:32][N:31]([CH3:34])[CH2:30][CH2:29]1.